This data is from Catalyst prediction with 721,799 reactions and 888 catalyst types from USPTO. The task is: Predict which catalyst facilitates the given reaction. Reactant: Br[C:2]1[CH:7]=[CH:6][CH:5]=[CH:4][C:3]=1[S:8][CH2:9][C:10]([N:12]([CH:22]([CH3:24])[CH3:23])[NH:13][C:14](=[O:21])[C:15]1[CH:20]=[CH:19][CH:18]=[CH:17][CH:16]=1)=[O:11].C([O-])([O-])=O.[Na+].[Na+].[F:31][C:32]1[CH:37]=[CH:36][CH:35]=[CH:34][C:33]=1B(O)O. Product: [F:31][C:32]1[CH:37]=[CH:36][CH:35]=[CH:34][C:33]=1[C:2]1[CH:7]=[CH:6][CH:5]=[CH:4][C:3]=1[S:8][CH2:9][C:10]([N:12]([CH:22]([CH3:24])[CH3:23])[NH:13][C:14](=[O:21])[C:15]1[CH:20]=[CH:19][CH:18]=[CH:17][CH:16]=1)=[O:11]. The catalyst class is: 57.